Dataset: Forward reaction prediction with 1.9M reactions from USPTO patents (1976-2016). Task: Predict the product of the given reaction. (1) Given the reactants [CH3:1][O:2][C:3](=[O:13])[CH2:4][C:5]1[CH:10]=[C:9]([OH:11])[CH:8]=[C:7]([OH:12])[CH:6]=1.[CH3:14][C:15](=O)[CH2:16]C.C(=O)([O-])[O-].[K+].[K+].ICCC, predict the reaction product. The product is: [CH3:1][O:2][C:3](=[O:13])[CH2:4][C:5]1[CH:10]=[C:9]([O:11][CH2:14][CH2:15][CH3:16])[CH:8]=[C:7]([OH:12])[CH:6]=1. (2) Given the reactants [NH2:1][C:2]1[CH:3]=[C:4]([CH:7]=[CH:8][N:9]=1)[C:5]#[N:6].[CH3:10][S:11](Cl)(=[O:13])=[O:12], predict the reaction product. The product is: [C:5]([C:4]1[CH:7]=[CH:8][N:9]=[C:2]([NH:1][S:11]([CH3:10])(=[O:13])=[O:12])[CH:3]=1)#[N:6]. (3) Given the reactants F[C:2]1[CH:7]=[C:6](F)[N:5]=[CH:4][N:3]=1.C(=O)([O-])[O-].[K+].[K+].[CH2:15]([OH:19])[C:16]#[C:17][CH3:18].[CH3:20][C@H:21]1[CH2:27][CH2:26][CH2:25][C@@H:24]([CH3:28])[CH2:23][NH:22]1, predict the reaction product. The product is: [CH2:15]([O:19][C:6]1[N:5]=[CH:4][N:3]=[C:2]([N:22]2[CH2:23][C@H:24]([CH3:28])[CH2:25][CH2:26][CH2:27][C@@H:21]2[CH3:20])[CH:7]=1)[C:16]#[C:17][CH3:18].